From a dataset of NCI-60 drug combinations with 297,098 pairs across 59 cell lines. Regression. Given two drug SMILES strings and cell line genomic features, predict the synergy score measuring deviation from expected non-interaction effect. (1) Drug 2: C1=NC(=NC(=O)N1C2C(C(C(O2)CO)O)O)N. Synergy scores: CSS=-5.41, Synergy_ZIP=-8.06, Synergy_Bliss=-20.4, Synergy_Loewe=-25.9, Synergy_HSA=-25.1. Drug 1: CC(C)(C#N)C1=CC(=CC(=C1)CN2C=NC=N2)C(C)(C)C#N. Cell line: MDA-MB-435. (2) Drug 1: CC1=C(C(CCC1)(C)C)C=CC(=CC=CC(=CC(=O)O)C)C. Drug 2: CC1=C2C(C(=O)C3(C(CC4C(C3C(C(C2(C)C)(CC1OC(=O)C(C(C5=CC=CC=C5)NC(=O)C6=CC=CC=C6)O)O)OC(=O)C7=CC=CC=C7)(CO4)OC(=O)C)O)C)OC(=O)C. Cell line: MDA-MB-435. Synergy scores: CSS=71.9, Synergy_ZIP=22.3, Synergy_Bliss=15.6, Synergy_Loewe=-22.9, Synergy_HSA=16.7. (3) Drug 1: CC1=C(C=C(C=C1)NC2=NC=CC(=N2)N(C)C3=CC4=NN(C(=C4C=C3)C)C)S(=O)(=O)N.Cl. Drug 2: CN(C)C1=NC(=NC(=N1)N(C)C)N(C)C. Cell line: A498. Synergy scores: CSS=-9.57, Synergy_ZIP=3.29, Synergy_Bliss=-0.499, Synergy_Loewe=-6.60, Synergy_HSA=-5.81. (4) Drug 1: CC1=C(C=C(C=C1)C(=O)NC2=CC(=CC(=C2)C(F)(F)F)N3C=C(N=C3)C)NC4=NC=CC(=N4)C5=CN=CC=C5. Drug 2: CC1=C2C(C(=O)C3(C(CC4C(C3C(C(C2(C)C)(CC1OC(=O)C(C(C5=CC=CC=C5)NC(=O)OC(C)(C)C)O)O)OC(=O)C6=CC=CC=C6)(CO4)OC(=O)C)O)C)O. Cell line: NCI-H226. Synergy scores: CSS=15.0, Synergy_ZIP=-0.237, Synergy_Bliss=4.55, Synergy_Loewe=0.950, Synergy_HSA=0.957. (5) Drug 1: C1=CC(=CC=C1CCC2=CNC3=C2C(=O)NC(=N3)N)C(=O)NC(CCC(=O)O)C(=O)O. Drug 2: CN(CCCl)CCCl.Cl. Cell line: UO-31. Synergy scores: CSS=20.1, Synergy_ZIP=-4.17, Synergy_Bliss=-2.59, Synergy_Loewe=-11.2, Synergy_HSA=-1.48. (6) Drug 1: CC1=C2C(C(=O)C3(C(CC4C(C3C(C(C2(C)C)(CC1OC(=O)C(C(C5=CC=CC=C5)NC(=O)OC(C)(C)C)O)O)OC(=O)C6=CC=CC=C6)(CO4)OC(=O)C)OC)C)OC. Synergy scores: CSS=31.1, Synergy_ZIP=-10.6, Synergy_Bliss=-10.8, Synergy_Loewe=-11.7, Synergy_HSA=-9.35. Cell line: NCI-H322M. Drug 2: C1CNP(=O)(OC1)N(CCCl)CCCl. (7) Drug 1: CC12CCC3C(C1CCC2=O)CC(=C)C4=CC(=O)C=CC34C. Drug 2: C(CCl)NC(=O)N(CCCl)N=O. Cell line: LOX IMVI. Synergy scores: CSS=35.9, Synergy_ZIP=-0.102, Synergy_Bliss=1.40, Synergy_Loewe=-1.70, Synergy_HSA=2.90.